This data is from Catalyst prediction with 721,799 reactions and 888 catalyst types from USPTO. The task is: Predict which catalyst facilitates the given reaction. (1) Reactant: [Br:1][C:2]1[CH:7]=[C:6](F)[CH:5]=[CH:4][C:3]=1[C:9]([F:12])([F:11])[F:10].[H-].[Na+].[CH2:15]([OH:22])[C:16]1[CH:21]=[CH:20][CH:19]=[CH:18][CH:17]=1.O. Product: [CH2:15]([O:22][C:6]1[CH:5]=[CH:4][C:3]([C:9]([F:12])([F:11])[F:10])=[C:2]([Br:1])[CH:7]=1)[C:16]1[CH:21]=[CH:20][CH:19]=[CH:18][CH:17]=1. The catalyst class is: 42. (2) Reactant: Cl[C:2]1[N:7]=[C:6]([N:8]2[CH2:13][CH2:12][O:11][CH2:10][CH2:9]2)[N:5]=[C:4]([N:14]2[C:18]3[CH:19]=[CH:20][CH:21]=[C:22]([O:23][CH3:24])[C:17]=3[N:16]=[C:15]2[CH:25]([F:27])[F:26])[N:3]=1.[N:28]1([C:34]([O:36][C:37]([CH3:40])([CH3:39])[CH3:38])=[O:35])[CH2:33][CH2:32][NH:31][CH2:30][CH2:29]1.CCN(C(C)C)C(C)C. Product: [F:26][CH:25]([F:27])[C:15]1[N:14]([C:4]2[N:5]=[C:6]([N:8]3[CH2:13][CH2:12][O:11][CH2:10][CH2:9]3)[N:7]=[C:2]([N:31]3[CH2:30][CH2:29][N:28]([C:34]([O:36][C:37]([CH3:40])([CH3:39])[CH3:38])=[O:35])[CH2:33][CH2:32]3)[N:3]=2)[C:18]2[CH:19]=[CH:20][CH:21]=[C:22]([O:23][CH3:24])[C:17]=2[N:16]=1. The catalyst class is: 1. (3) Reactant: [F:1][C:2]1[CH:7]=[C:6]([F:8])[CH:5]=[CH:4][C:3]=1[N:9]1[C:18]2[C:13](=[CH:14][CH:15]=[C:16]([C:19]3[C:20]([CH3:25])=[N:21][O:22][C:23]=3[CH3:24])[CH:17]=2)[C:12](=[O:26])[CH:11]=[C:10]1[CH:27]=[O:28].C(O[BH-](OC(=O)C)OC(=O)C)(=O)C.[Na+]. Product: [F:1][C:2]1[CH:7]=[C:6]([F:8])[CH:5]=[CH:4][C:3]=1[N:9]1[C:18]2[C:13](=[CH:14][CH:15]=[C:16]([C:19]3[C:20]([CH3:25])=[N:21][O:22][C:23]=3[CH3:24])[CH:17]=2)[C:12](=[O:26])[CH:11]=[C:10]1[CH2:27][OH:28]. The catalyst class is: 5. (4) Reactant: [C:1]([O:5][C:6]([NH:8][C@@H:9]1[C@H:14]([NH:15][C:16]2[N:21]=[C:20](Cl)[C:19]3[C:23](=[O:33])[N:24]([C:26]([O:28][C:29]([CH3:32])([CH3:31])[CH3:30])=[O:27])[CH2:25][C:18]=3[C:17]=2[F:34])[CH2:13][CH2:12][O:11][CH2:10]1)=[O:7])([CH3:4])([CH3:3])[CH3:2].C([Sn](CCCC)(CCCC)[C:40]1[S:44][N:43]=[C:42]([CH:45]=[CH2:46])[CH:41]=1)CCC.O. Product: [C:1]([O:5][C:6]([NH:8][C@@H:9]1[C@H:14]([NH:15][C:16]2[N:21]=[C:20]([C:40]3[S:44][N:43]=[C:42]([CH:45]=[CH2:46])[CH:41]=3)[C:19]3[C:23](=[O:33])[N:24]([C:26]([O:28][C:29]([CH3:32])([CH3:31])[CH3:30])=[O:27])[CH2:25][C:18]=3[C:17]=2[F:34])[CH2:13][CH2:12][O:11][CH2:10]1)=[O:7])([CH3:4])([CH3:3])[CH3:2]. The catalyst class is: 109. (5) Reactant: N(C(C)C)C(C)C.[Li]CCCC.[S:13]1[CH:17]=[CH:16][CH:15]=[C:14]1[C:18]([O:20][CH2:21][CH3:22])=[O:19].[CH:23](=[O:27])[CH:24]([CH3:26])[CH3:25]. Product: [CH2:21]([O:20][C:18]([C:14]1[S:13][C:17]([CH:23]([OH:27])[CH:24]([CH3:26])[CH3:25])=[CH:16][CH:15]=1)=[O:19])[CH3:22]. The catalyst class is: 1.